This data is from Experimentally validated miRNA-target interactions with 360,000+ pairs, plus equal number of negative samples. The task is: Binary Classification. Given a miRNA mature sequence and a target amino acid sequence, predict their likelihood of interaction. (1) The miRNA is hsa-miR-499b-5p with sequence ACAGACUUGCUGUGAUGUUCA. The protein sequence of the target gene is MPGLGRRAQWLCWWWGLLCSCCGPPPLRPPLPAAAAAAAGGQLLGDGGSPGRTEQPPPSPQSSSGFLYRRLKTQEKREMQKEILSVLGLPHRPRPLHGLQQPQPPALRQQEEQQQQQQLPRGEPPPGRLKSAPLFMLDLYNALSADNDEDGASEGERQQSWPHEAASSSQRRQPPPGAAHPLNRKSLLAPGSGSGGASPLTSAQDSAFLNDADMVMSFVNLVEYDKEFSPRQRHHKEFKFNLSQIPEGEVVTAAEFRIYKDCVMGSFKNQTFLISIYQVLQEHQHRDSDLFLLDTRVVWA.... Result: 0 (no interaction). (2) The miRNA is cel-miR-784-5p with sequence UGGCACAAUCUGCGUACGUAGA. The protein sequence of the target gene is MAEQLAFLIGGIIGGLLLLIGVSCCLWRRFCATFTYEELPETSDPATISYFSRKEDRLYQYSGTPPGRLPSVPFVVPPSHQGRDWVPLHGGDWAVAPQDPCPVPEHMACTSSAKPGDACEMGSINPELYKSPEDTSETGFPDGCLGRLWFSVEYQQESERLLVGLIKAQQLQVPSETCSTLVKLHLLPDERRFLQSKTKHKICNPQFDENFIFQVSSKSVTQRVLKFSVYHVNKKRKHQLLGQVLFPLKNETLAGDHHRIIWRDLEAKNLEPPSEFGDIQFCLSYNDYLSRLTVVVLRAK.... Result: 0 (no interaction). (3) The miRNA is mmu-miR-568 with sequence AUGUAUAAAUGUAUACACAC. The protein sequence of the target gene is MAASQGGGGNSGGGGCGGGGSSGGCGTAGGGGGGAGGGGGGGGGTLVVPIPVPTLFGQPFPNGPPWNPGSLQPQHTVRSLDRALEEAGSSGILSLSGRKLRDFPGSGYDLTDTTQADLSRNRFTEIPSDVWLFAPLETLNLYHNCIKTIPEAIKNLQMLTYLNISRNLLSTLPKYLFDLPLKVLVVSNNKLVSIPEEIGKLKDLMELDISCNEIQVLPQQMGKLHSLRELNIRRNNLHVLPDELGDLPLVKLDFSCNKVTEIPVCYRKLHHLQVIILDNNPLQVPPAQICLKGKVHIFKY.... Result: 0 (no interaction). (4) The miRNA is bta-miR-16a with sequence UAGCAGCACGUAAAUAUUGGUG. The protein sequence of the target gene is MTHRCLLQMVLLLCFSTTALSRSYSLLRFQQRRSLALCQKLLRQLPSTPQHCLEARMDFQMPEEMKQAQQFQKEDAILVIYEMLQQIFNILTRDFSSTGWSETIIEDLLEELYEQMNHLEPIQKEIMQKQNSTMGDTTVLHLRKYYFNLVQYLKSKEYNRCAWTVVRVQILRNFSFLTRLTGYLRE. Result: 1 (interaction). (5) The miRNA is mmu-miR-6940-3p with sequence UUACCUUCCGUGCUUGCCCGCAG. The protein sequence of the target gene is MASAVVDSGGSALELPSDGGENQEGGDTGPDCPAVIVEPVPSARLEQGYAAQVLVYDDETYMMQDVAEEQEVETENSETVEASVHSSNAHCTDKTIEAAEALLHMESPTCLRDSRSPVEVFVPPCISTPEFIHAAMRPDVITETVVEVSTEESEPMDASPIPTSPDSHEPMKKKKVGRKPKTQQSPVSNGSPELGIKKKAREGKGNTTYLWEFLLDLLQDKNTCPRYIKWTQREKGIFKLVDSKAVSKLWGKHKNKPDMNYETMGRALRYYYQRGILAKVEGQRLVYQFKDMPKNIVVID.... Result: 0 (no interaction). (6) The miRNA is hsa-miR-323a-3p with sequence CACAUUACACGGUCGACCUCU. The protein sequence of the target gene is MAQEVSEYLSQNPRVAAWVEALRCDGETDKHWRHRRDFLLRNAGDLAPAGGAASASTDEAADAESGTRNRQLQQLISFSMAWANHVFLGCRYPQKVMDKILSMAEGIKVTDAPTYTTRDELVAKVKKRGISSSNEGVEEPSKKRVIEGKNSSAVEQDHAKTSAKTERASAQQENSSTCIGSAIKSESGNSARSSGISSQNSSTSDGDRSVSSQSSSSVSSQVTTAGSGKASEAEAPDKHGSASFVSLLKSSVNSHMTQSTDSRQQSGSPKKSALEGSSASASQSSSEIEVPLLGSSGSSE.... Result: 1 (interaction). (7) The miRNA is hsa-miR-2114-5p with sequence UAGUCCCUUCCUUGAAGCGGUC. The protein sequence of the target gene is MNDDGKVNASSEGYFILVGFSNWPHLEVVIFVVVLIFYLMTLIGNLFIIILSYLDSHLHTPMYFFLSNLSFLDLCYTTSSIPQLLVNLWGPEKTISYAGCMIQLYFVLALGTTECVLLVVMSYDRYAAVCRPLHYTVLMHPRFCHLLAVASWVSGFTNSALHSSFTFWVPLCGHRQVDHFFCEVPALLRLSCVDTHVNELTLMITSSIFVLIPLILILTSYGAIVRAVLRMQSTTGLQKVFGTCGAHLMAVSLFFIPAMCIYLQPPSGNSQDQGKFIALFYTVVTPSLNPLIYTLRNKVV.... Result: 0 (no interaction).